Dataset: Full USPTO retrosynthesis dataset with 1.9M reactions from patents (1976-2016). Task: Predict the reactants needed to synthesize the given product. (1) Given the product [Cl:21][C:14]1[C:15]([Cl:20])=[C:16]([O:19][C:25]2[CH:26]=[CH:27][N:28]=[C:23]([Cl:22])[N:24]=2)[CH:17]=[CH:18][C:13]=1[NH2:12], predict the reactants needed to synthesize it. The reactants are: C1CCN2C(=NCCC2)CC1.[NH2:12][C:13]1[CH:18]=[CH:17][C:16]([OH:19])=[C:15]([Cl:20])[C:14]=1[Cl:21].[Cl:22][C:23]1[N:28]=[C:27](Cl)[CH:26]=[CH:25][N:24]=1. (2) Given the product [C:20]([NH:1][C:2](=[S:10])[NH:1][C:2]1[S:10][C:5]2[CH2:6][O:7][CH2:8][CH2:9][C:4]=2[C:3]=1[C:11]([O:13][C:14]([CH3:17])([CH3:16])[CH3:15])=[O:12])(=[O:21])[C:19]1[CH:18]=[CH:22][CH:11]=[CH:3][CH:4]=1, predict the reactants needed to synthesize it. The reactants are: [NH2:1][C:2]1[S:10][C:5]2[CH2:6][O:7][CH2:8][CH2:9][C:4]=2[C:3]=1[C:11]([O:13][C:14]([CH3:17])([CH3:16])[CH3:15])=[O:12].[CH2:18]1[CH2:22][O:21][CH2:20][CH2:19]1. (3) The reactants are: C1CCN2C(=NCCC2)CC1.[Cl:12][C:13]1[CH:49]=[CH:48][C:16]([CH2:17][N:18]2[C:23](=[O:24])[C:22]([C:25]3[O:26][C:27](=[CH2:30])[CH2:28][N:29]=3)=[CH:21][N:20]=[C:19]2[NH:31][C:32]2[CH:37]=[CH:36][C:35]([O:38][CH2:39][C:40]3[CH:45]=[CH:44][C:43]([O:46][CH3:47])=[CH:42][CH:41]=3)=[CH:34][CH:33]=2)=[CH:15][CH:14]=1.C1(C)C=CC=CC=1. Given the product [Cl:12][C:13]1[CH:49]=[CH:48][C:16]([CH2:17][N:18]2[C:23](=[O:24])[C:22]([C:25]3[O:26][C:27]([CH3:30])=[CH:28][N:29]=3)=[CH:21][N:20]=[C:19]2[NH:31][C:32]2[CH:37]=[CH:36][C:35]([O:38][CH2:39][C:40]3[CH:45]=[CH:44][C:43]([O:46][CH3:47])=[CH:42][CH:41]=3)=[CH:34][CH:33]=2)=[CH:15][CH:14]=1, predict the reactants needed to synthesize it. (4) Given the product [CH3:19][O:18][C:15]1[CH2:16][N:8]([CH2:7][C:6]2[CH:9]=[CH:10][C:3]([O:2][CH3:1])=[CH:4][CH:5]=2)[C:13](=[O:12])[CH:14]=1, predict the reactants needed to synthesize it. The reactants are: [CH3:1][O:2][C:3]1[CH:10]=[CH:9][C:6]([CH2:7][NH2:8])=[CH:5][CH:4]=1.C[O:12][C:13](=O)/[CH:14]=[C:15](/[O:18][CH3:19])\[CH2:16]Cl.C(N(CC)CC)C. (5) Given the product [O:1]1[CH:5]2[CH:14]=[CH:20][CH:2]1[C:3]1[C:4]2=[CH:10][C:9]2[O:12][CH2:11][O:13][C:8]=2[CH:7]=1, predict the reactants needed to synthesize it. The reactants are: [O:1]1[CH:5]=[CH:4][CH:3]=[CH:2]1.[Li][CH2:7][CH2:8][CH2:9][CH3:10].[CH3:11][OH:12].[OH2:13].[C:14]1([CH3:20])C=CC=CC=1. (6) Given the product [F:1][C:2]([F:16])([C:8]1[CH:13]=[CH:12][CH:11]=[C:10](/[CH:14]=[CH:15]/[CH2:17][S:18]([CH3:21])(=[O:20])=[O:19])[CH:9]=1)[C:3]([O:5][CH2:6][CH3:7])=[O:4], predict the reactants needed to synthesize it. The reactants are: [F:1][C:2]([F:16])([C:8]1[CH:13]=[CH:12][CH:11]=[C:10]([CH:14]=[CH2:15])[CH:9]=1)[C:3]([O:5][CH2:6][CH3:7])=[O:4].[CH3:17][S:18]([CH2:21]C=C)(=[O:20])=[O:19].